Dataset: Reaction yield outcomes from USPTO patents with 853,638 reactions. Task: Predict the reaction yield, written as a fraction of the theoretical maximum amount of product (1.0 means a 100% yield; for example, 0.34 means a 34% yield). (1) The reactants are [C:1]1([CH:7]([C:18]2[CH:23]=[CH:22][CH:21]=[CH:20][CH:19]=2)[N:8]2[CH2:11][CH:10]([N:12]3[CH2:17][CH2:16][NH:15][CH2:14][CH2:13]3)[CH2:9]2)[CH:6]=[CH:5][CH:4]=[CH:3][CH:2]=1.C([O-])([O-])=O.[K+].[K+].[C:30](Cl)(=[O:33])[CH2:31][CH3:32]. The catalyst is C(#N)C. The product is [C:18]1([CH:7]([C:1]2[CH:2]=[CH:3][CH:4]=[CH:5][CH:6]=2)[N:8]2[CH2:9][CH:10]([N:12]3[CH2:17][CH2:16][N:15]([C:30](=[O:33])[CH2:31][CH3:32])[CH2:14][CH2:13]3)[CH2:11]2)[CH:23]=[CH:22][CH:21]=[CH:20][CH:19]=1. The yield is 0.730. (2) The reactants are [C-:1]#[N:2].C[Mg+].[Br-].[CH2:6]1[CH2:10]O[CH2:8][CH2:7]1. The catalyst is CCOCC. The product is [N:2]1([N:2]2[CH2:1][CH2:10][CH2:6][CH2:7][CH2:8]2)[CH2:1][CH2:10][CH2:6][CH2:7][CH2:8]1. The yield is 0.790. (3) The reactants are [CH3:1][C:2]1([C:17]([O:19][CH3:20])=[O:18])[C:7](=[N:8][C@@H:9]([C:11]2[CH:16]=[CH:15][CH:14]=[CH:13][CH:12]=2)[CH3:10])[CH2:6][CH2:5][O:4][CH2:3]1.[BH-](OC(C)=O)(OC(C)=O)OC(C)=O.[Na+]. The catalyst is C(#N)C.C(O)(=O)C. The product is [CH3:1][C:2]1([C:17]([O:19][CH3:20])=[O:18])[C@H:7]([NH:8][C@@H:9]([C:11]2[CH:16]=[CH:15][CH:14]=[CH:13][CH:12]=2)[CH3:10])[CH2:6][CH2:5][O:4][CH2:3]1. The yield is 0.370. (4) The reactants are OS(C(F)(F)F)(=O)=O.CS[CH:11]([N:13]([CH2:15][CH2:16][O:17][CH2:18][CH2:19][CH2:20][CH2:21][CH3:22])[CH3:14])[CH3:12].[NH2:23][C:24]1[CH:32]=[C:31]2[C:27]([CH2:28][C@@H:29]([OH:48])[C@@H:30]2[NH:33][C:34]([C:36]2[CH:41]=[CH:40][C:39](C3C=CC=CC=3)=[CH:38][CH:37]=2)=[O:35])=[CH:26][CH:25]=1. The catalyst is N1C=CC=CC=1. The product is [CH2:18]([O:17][CH2:16][CH2:15][N:13]([CH3:14])[C:11](=[N:23][C:24]1[CH:32]=[C:31]2[C:27]([CH2:28][C@@H:29]([OH:48])[C@@H:30]2[NH:33][C:34]([C:36]2([C:24]3[CH:32]=[CH:31][CH:27]=[CH:26][CH:25]=3)[CH:37]=[CH:38][CH:39]=[CH:40][CH2:41]2)=[O:35])=[CH:26][CH:25]=1)[CH3:12])[CH2:19][CH2:20][CH2:21][CH3:22]. The yield is 0.110.